This data is from Catalyst prediction with 721,799 reactions and 888 catalyst types from USPTO. The task is: Predict which catalyst facilitates the given reaction. (1) Reactant: [H-].[H-].[H-].[H-].[Li+].[Al+3].[CH2:7]([O:19][C:20]1[CH:29]=[CH:28][C:23]([C:24](OC)=[O:25])=[CH:22][CH:21]=1)[CH2:8][CH2:9][CH2:10][CH2:11][CH2:12][CH2:13][CH2:14][CH2:15][CH2:16][CH2:17][CH3:18].C(Cl)Cl. Product: [CH2:7]([O:19][C:20]1[CH:21]=[CH:22][C:23]([CH2:24][OH:25])=[CH:28][CH:29]=1)[CH2:8][CH2:9][CH2:10][CH2:11][CH2:12][CH2:13][CH2:14][CH2:15][CH2:16][CH2:17][CH3:18]. The catalyst class is: 1. (2) Reactant: C(O[BH-](OC(=O)C)OC(=O)C)(=O)C.[Na+].[NH2:15][CH2:16][C:17]1[CH:22]=[CH:21][C:20]([C:23]2[CH2:27][C:26]([C:29]([F:32])([F:31])[F:30])([OH:28])[O:25][N:24]=2)=[CH:19][CH:18]=1.[CH3:33][S:34][C:35]1[CH:42]=[CH:41][C:38]([CH:39]=O)=[CH:37][CH:36]=1. Product: [CH3:33][S:34][C:35]1[CH:42]=[CH:41][C:38]([CH2:39][NH:15][CH2:16][C:17]2[CH:22]=[CH:21][C:20]([C:23]3[CH2:27][C:26]([C:29]([F:31])([F:32])[F:30])([OH:28])[O:25][N:24]=3)=[CH:19][CH:18]=2)=[CH:37][CH:36]=1. The catalyst class is: 22. (3) Reactant: [OH:1][C:2]1([C:29]2[S:33][C:32](S(C)(=O)=O)=[N:31][CH:30]=2)[CH2:7][CH2:6][CH:5]([N:8]2[CH2:11][CH:10]([NH:12][C:13]([CH2:15][NH:16][C:17](=[O:28])[C:18]3[CH:23]=[CH:22][CH:21]=[C:20]([C:24]([F:27])([F:26])[F:25])[CH:19]=3)=[O:14])[CH2:9]2)[CH2:4][CH2:3]1.[CH3:38][O-:39].[Na+]. Product: [OH:1][C:2]1([C:29]2[S:33][C:32]([O:39][CH3:38])=[N:31][CH:30]=2)[CH2:3][CH2:4][CH:5]([N:8]2[CH2:9][CH:10]([NH:12][C:13]([CH2:15][NH:16][C:17](=[O:28])[C:18]3[CH:23]=[CH:22][CH:21]=[C:20]([C:24]([F:27])([F:26])[F:25])[CH:19]=3)=[O:14])[CH2:11]2)[CH2:6][CH2:7]1. The catalyst class is: 3. (4) Reactant: [Cl:1][C:2]1[C:3]([C:30]2[C:38]3[C:33](=[CH:34][CH:35]=[CH:36][CH:37]=3)[N:32]([S:39]([C:42]3[CH:47]=[CH:46][CH:45]=[CH:44][CH:43]=3)(=[O:41])=[O:40])[CH:31]=2)=[N:4][C:5]([NH:8][C@@H:9]2[CH2:13][CH2:12][N:11]([C:14]([C:16]3[CH:21]=[CH:20][C:19]([NH:22]C(=O)OC(C)(C)C)=[CH:18][CH:17]=3)=[O:15])[CH2:10]2)=[N:6][CH:7]=1.C(O)(C(F)(F)F)=O. Product: [NH2:22][C:19]1[CH:20]=[CH:21][C:16]([C:14]([N:11]2[CH2:12][CH2:13][C@@H:9]([NH:8][C:5]3[N:4]=[C:3]([C:30]4[C:38]5[C:33](=[CH:34][CH:35]=[CH:36][CH:37]=5)[N:32]([S:39]([C:42]5[CH:43]=[CH:44][CH:45]=[CH:46][CH:47]=5)(=[O:40])=[O:41])[CH:31]=4)[C:2]([Cl:1])=[CH:7][N:6]=3)[CH2:10]2)=[O:15])=[CH:17][CH:18]=1. The catalyst class is: 2. (5) Product: [CH3:25][C:15]1[CH:20]=[CH:19][C:18]([S:21]([O:4][CH2:3][C:2]([F:7])([F:1])[CH2:5][OH:6])(=[O:23])=[O:22])=[CH:17][CH:16]=1. Reactant: [F:1][C:2]([F:7])([CH2:5][OH:6])[CH2:3][OH:4].C(N(CC)CC)C.[C:15]1([CH3:25])[CH:20]=[CH:19][C:18]([S:21](Cl)(=[O:23])=[O:22])=[CH:17][CH:16]=1.O. The catalyst class is: 2. (6) Reactant: [N:1]1[C:10]2[C:5](=[CH:6][CH:7]=[CH:8][CH:9]=2)[C:4]([N:11]2[CH2:17][C:16]3[CH:18]=[C:19]([C:22]4[CH:23]=[C:24]([NH2:29])[C:25]([NH2:28])=[CH:26][CH:27]=4)[CH:20]=[CH:21][C:15]=3[O:14][CH2:13][CH2:12]2)=[CH:3][CH:2]=1.[N:30]#[C:31]Br.C(OCC)(=O)C. Product: [N:1]1[C:10]2[C:5](=[CH:6][CH:7]=[CH:8][CH:9]=2)[C:4]([N:11]2[CH2:17][C:16]3[CH:18]=[C:19]([C:22]4[CH:27]=[CH:26][C:25]5[N:28]=[C:31]([NH2:30])[NH:29][C:24]=5[CH:23]=4)[CH:20]=[CH:21][C:15]=3[O:14][CH2:13][CH2:12]2)=[CH:3][CH:2]=1. The catalyst class is: 138.